Predict the product of the given reaction. From a dataset of Forward reaction prediction with 1.9M reactions from USPTO patents (1976-2016). (1) Given the reactants [Br-:1].[CH:2]1([C:8]([OH:33])([C:27]2[CH:32]=[CH:31][CH:30]=[CH:29][CH:28]=2)[C:9]([O:11][CH:12]2[CH2:16][CH2:15][CH2:14][N+:13]2([CH2:18][C:19](=[O:26])[NH:20][C:21]2[CH:25]=[CH:24][O:23][N:22]=2)[CH3:17])=[O:10])C[CH2:6][CH2:5][CH2:4][CH2:3]1.C1(C(C2C=CC=CC=2)(O)C(O)=O)CCCC1, predict the reaction product. The product is: [Br-:1].[CH:2]1([C:8]([OH:33])([C:27]2[CH:32]=[CH:31][CH:30]=[CH:29][CH:28]=2)[C:9]([O:11][CH:12]2[CH2:16][CH2:15][CH2:14][N+:13]2([CH2:18][C:19](=[O:26])[NH:20][C:21]2[CH:25]=[CH:24][O:23][N:22]=2)[CH3:17])=[O:10])[CH2:3][CH2:4][CH2:5][CH2:6]1. (2) Given the reactants N1C=CC=CC=1.[N+:7]([C:10]1[CH:20]=[CH:19][CH:18]=[CH:17][C:11]=1[CH2:12][NH:13][CH2:14][C:15]#[N:16])([O-:9])=[O:8].Cl[C:22]([O:24][CH2:25][CH3:26])=[O:23], predict the reaction product. The product is: [N+:7]([C:10]1[CH:20]=[CH:19][CH:18]=[CH:17][C:11]=1[CH2:12][N:13]([CH2:14][C:15]#[N:16])[C:22](=[O:23])[O:24][CH2:25][CH3:26])([O-:9])=[O:8]. (3) Given the reactants [NH2:1][C:2]1[N:7]=[CH:6][N:5]=[C:4]2[N:8]([CH:24]3[CH2:29][CH2:28][CH2:27][N:26]([C:30](=[O:34])[CH2:31][C:32]#[N:33])[CH2:25]3)[N:9]=[C:10]([C:11]3[CH:16]=[CH:15][C:14]([O:17][C:18]4[CH:23]=[CH:22][CH:21]=[CH:20][CH:19]=4)=[CH:13][CH:12]=3)[C:3]=12.N1[CH2:40][CH2:39][CH2:38][CH2:37]C1.C1(C=O)CC1, predict the reaction product. The product is: [NH2:1][C:2]1[N:7]=[CH:6][N:5]=[C:4]2[N:8]([CH:24]3[CH2:29][CH2:28][CH2:27][N:26]([C:30]([C:31](=[CH:37][CH:38]4[CH2:40][CH2:39]4)[C:32]#[N:33])=[O:34])[CH2:25]3)[N:9]=[C:10]([C:11]3[CH:12]=[CH:13][C:14]([O:17][C:18]4[CH:19]=[CH:20][CH:21]=[CH:22][CH:23]=4)=[CH:15][CH:16]=3)[C:3]=12. (4) Given the reactants [Cl:1][C:2]1[CH:3]=[C:4]([C@@H:12]([CH2:26][CH:27]2[CH2:31][CH2:30][CH2:29][CH2:28]2)[C:13]([NH:15][C:16]2[CH:20]=[CH:19][N:18]([CH2:21][CH2:22][C:23]([OH:25])=O)[N:17]=2)=[O:14])[CH:5]=[CH:6][C:7]=1[S:8]([CH3:11])(=[O:10])=[O:9].C(Cl)(=O)C(Cl)=O.N1C(C)=CC=CC=1C.[NH2:46][CH2:47][CH2:48][N:49]1[CH2:54][CH2:53][O:52][CH2:51][CH2:50]1, predict the reaction product. The product is: [Cl:1][C:2]1[CH:3]=[C:4]([C@@H:12]([CH2:26][CH:27]2[CH2:31][CH2:30][CH2:29][CH2:28]2)[C:13]([NH:15][C:16]2[CH:20]=[CH:19][N:18]([CH2:21][CH2:22][C:23](=[O:25])[NH:46][CH2:47][CH2:48][N:49]3[CH2:54][CH2:53][O:52][CH2:51][CH2:50]3)[N:17]=2)=[O:14])[CH:5]=[CH:6][C:7]=1[S:8]([CH3:11])(=[O:10])=[O:9]. (5) Given the reactants [F:1][C:2]1[CH:3]=[C:4]([CH2:9][CH2:10][OH:11])[CH:5]=[CH:6][C:7]=1[F:8].C(N(CC)CC)C.[CH3:19][S:20](Cl)(=[O:22])=[O:21], predict the reaction product. The product is: [F:1][C:2]1[CH:3]=[C:4]([CH2:9][CH2:10][O:11][S:20]([CH3:19])(=[O:22])=[O:21])[CH:5]=[CH:6][C:7]=1[F:8]. (6) The product is: [Cl:22][C:23]1[S:27][C:26]([CH2:28][O:18][C:15]2[CH:16]=[CH:17][N:12]([C:9]3[CH:10]=[CH:11][C:6]4[N:7]([C:20]([CH3:21])=[C:4]([CH:1]5[CH2:3][CH2:2]5)[N:5]=4)[CH:8]=3)[C:13](=[O:19])[CH:14]=2)=[CH:25][CH:24]=1. Given the reactants [CH:1]1([C:4]2[N:5]=[C:6]3[CH:11]=[CH:10][C:9]([N:12]4[CH:17]=[CH:16][C:15]([OH:18])=[CH:14][C:13]4=[O:19])=[CH:8][N:7]3[C:20]=2[CH3:21])[CH2:3][CH2:2]1.[Cl:22][C:23]1[S:27][C:26]([CH2:28]O)=[CH:25][CH:24]=1.C(P(CCCC)CCCC)CCC.N(C(N1CCCCC1)=O)=NC(N1CCCCC1)=O, predict the reaction product. (7) The product is: [OH:1][C:2]1[C:7]([CH3:8])=[CH:6][CH:5]=[CH:4][C:3]=1/[C:9](=[N:18]/[OH:19])/[CH3:10]. Given the reactants [OH:1][C:2]1[C:7]([CH3:8])=[CH:6][CH:5]=[CH:4][C:3]=1[C:9](=O)[CH3:10].CC([O-])=O.[Na+].Cl.[NH2:18][OH:19], predict the reaction product. (8) Given the reactants [CH3:1][C:2]([C:5]1[CH:6]=[CH:7][C:8]([S:11]([NH:14][C:15]2[C:16]([O:31][C:32]3[CH:33]=[CH:34][CH:35]=[CH:36][C:37]=3[O:38][CH3:39])=[C:17]([O:27][CH2:28][CH2:29][OH:30])[N:18]=[C:19]([C:21]3[N:22]=[CH:23][CH:24]=[CH:25][N:26]=3)[N:20]=2)(=[O:13])=[O:12])=[CH:9][CH:10]=1)([CH3:4])[CH3:3].[OH-].[Na+:41], predict the reaction product. The product is: [CH3:4][C:2]([C:5]1[CH:10]=[CH:9][C:8]([S:11]([N-:14][C:15]2[C:16]([O:31][C:32]3[CH:33]=[CH:34][CH:35]=[CH:36][C:37]=3[O:38][CH3:39])=[C:17]([O:27][CH2:28][CH2:29][OH:30])[N:18]=[C:19]([C:21]3[N:26]=[CH:25][CH:24]=[CH:23][N:22]=3)[N:20]=2)(=[O:12])=[O:13])=[CH:7][CH:6]=1)([CH3:1])[CH3:3].[Na+:41].